This data is from Microsomal clearance measurements from AstraZeneca. The task is: Regression/Classification. Given a drug SMILES string, predict its absorption, distribution, metabolism, or excretion properties. Task type varies by dataset: regression for continuous measurements (e.g., permeability, clearance, half-life) or binary classification for categorical outcomes (e.g., BBB penetration, CYP inhibition). For this dataset (clearance_microsome_az), we predict log10(clearance) (log10 of the in vitro intrinsic clearance, CLint, in uL/min per mg of human liver microsomal protein, equivalently mL/min/g; values are censored to the assay range of 3 to 150, which is 0.477 to 2.18 on this log10 scale). (1) The molecule is OB1c2ccccc2N=C(S)N1c1cccnc1. The log10(clearance) is 1.17. (2) The log10(clearance) is 0.480. The molecule is O=C(O)C(c1ccccc1)N1CCCC(CN2CCC(Oc3ccc(Cl)c(Cl)c3)CC2)C1.